Dataset: Catalyst prediction with 721,799 reactions and 888 catalyst types from USPTO. Task: Predict which catalyst facilitates the given reaction. (1) Reactant: C(OC(=O)[NH:7][C:8]1[CH:13]=[C:12]([Cl:14])[C:11]([C:15]([F:18])([F:17])[F:16])=[CH:10][C:9]=1[NH:19][C:20](=[O:40])[CH2:21][C:22]([C:24]1[CH:29]=[CH:28][CH:27]=[C:26]([C:30]2[CH:35]=[CH:34][N:33]=[C:32]([CH2:36][CH:37]([CH3:39])[CH3:38])[CH:31]=2)[CH:25]=1)=O)(C)(C)C.C(O)(C(F)(F)F)=O. Product: [Cl:14][C:12]1[C:11]([C:15]([F:18])([F:17])[F:16])=[CH:10][C:9]2[NH:19][C:20](=[O:40])[CH2:21][C:22]([C:24]3[CH:29]=[CH:28][CH:27]=[C:26]([C:30]4[CH:35]=[CH:34][N:33]=[C:32]([CH2:36][CH:37]([CH3:39])[CH3:38])[CH:31]=4)[CH:25]=3)=[N:7][C:8]=2[CH:13]=1. The catalyst class is: 2. (2) Reactant: [CH2:1](Br)[C:2]1[CH:7]=[CH:6][CH:5]=[CH:4][CH:3]=1.[F:9][C:10]1[CH:15]=[CH:14][C:13]([C:16]2[CH:21]=[CH:20][N:19]=[CH:18][CH:17]=2)=[CH:12][CH:11]=1.[BH4-].[Na+]. Product: [F:9][C:10]1[CH:11]=[CH:12][C:13]([C:16]2[CH2:21][CH2:20][N:19]([CH2:1][C:2]3[CH:7]=[CH:6][CH:5]=[CH:4][CH:3]=3)[CH2:18][CH:17]=2)=[CH:14][CH:15]=1. The catalyst class is: 21. (3) Reactant: [F:1][C:2]1[C:7]([N+:8]([O-:10])=[O:9])=[CH:6][C:5]([NH2:11])=[C:4]([NH2:12])[CH:3]=1.[C:13]1([CH3:23])[CH:18]=[CH:17][C:16]([S:19](Cl)(=[O:21])=[O:20])=[CH:15][CH:14]=1.Cl. Product: [NH2:12][C:4]1[CH:3]=[C:2]([F:1])[C:7]([N+:8]([O-:10])=[O:9])=[CH:6][C:5]=1[NH:11][S:19]([C:16]1[CH:17]=[CH:18][C:13]([CH3:23])=[CH:14][CH:15]=1)(=[O:21])=[O:20]. The catalyst class is: 17. (4) Reactant: [O:1]1[CH2:3][CH:2]1[CH:4]1[CH2:13][CH2:12][C:7]2([O:11][CH2:10][CH2:9][O:8]2)[CH2:6][CH2:5]1.[CH3:14][O-:15].[Na+]. Product: [CH3:14][O:15][CH2:3][CH:2]([CH:4]1[CH2:13][CH2:12][C:7]2([O:11][CH2:10][CH2:9][O:8]2)[CH2:6][CH2:5]1)[OH:1]. The catalyst class is: 2.